The task is: Regression. Given two drug SMILES strings and cell line genomic features, predict the synergy score measuring deviation from expected non-interaction effect.. This data is from NCI-60 drug combinations with 297,098 pairs across 59 cell lines. (1) Drug 1: C1=CC(=CC=C1C#N)C(C2=CC=C(C=C2)C#N)N3C=NC=N3. Drug 2: CCCCC(=O)OCC(=O)C1(CC(C2=C(C1)C(=C3C(=C2O)C(=O)C4=C(C3=O)C=CC=C4OC)O)OC5CC(C(C(O5)C)O)NC(=O)C(F)(F)F)O. Cell line: SN12C. Synergy scores: CSS=13.8, Synergy_ZIP=3.33, Synergy_Bliss=2.89, Synergy_Loewe=-7.08, Synergy_HSA=-6.13. (2) Drug 1: CN1CCC(CC1)COC2=C(C=C3C(=C2)N=CN=C3NC4=C(C=C(C=C4)Br)F)OC. Drug 2: CN1C2=C(C=C(C=C2)N(CCCl)CCCl)N=C1CCCC(=O)O.Cl. Cell line: SF-268. Synergy scores: CSS=21.4, Synergy_ZIP=3.50, Synergy_Bliss=7.37, Synergy_Loewe=2.15, Synergy_HSA=2.05. (3) Drug 1: CCC(=C(C1=CC=CC=C1)C2=CC=C(C=C2)OCCN(C)C)C3=CC=CC=C3.C(C(=O)O)C(CC(=O)O)(C(=O)O)O. Drug 2: C#CCC(CC1=CN=C2C(=N1)C(=NC(=N2)N)N)C3=CC=C(C=C3)C(=O)NC(CCC(=O)O)C(=O)O. Cell line: RPMI-8226. Synergy scores: CSS=64.6, Synergy_ZIP=3.52, Synergy_Bliss=-1.21, Synergy_Loewe=-1.79, Synergy_HSA=-2.04. (4) Drug 1: CC1=C(C(=CC=C1)Cl)NC(=O)C2=CN=C(S2)NC3=CC(=NC(=N3)C)N4CCN(CC4)CCO. Synergy scores: CSS=39.2, Synergy_ZIP=-7.17, Synergy_Bliss=0.131, Synergy_Loewe=1.78, Synergy_HSA=3.89. Drug 2: C1CN1C2=NC(=NC(=N2)N3CC3)N4CC4. Cell line: OVCAR3. (5) Drug 1: C1=NC2=C(N1)C(=S)N=C(N2)N. Drug 2: B(C(CC(C)C)NC(=O)C(CC1=CC=CC=C1)NC(=O)C2=NC=CN=C2)(O)O. Cell line: PC-3. Synergy scores: CSS=18.1, Synergy_ZIP=-7.26, Synergy_Bliss=-2.08, Synergy_Loewe=-2.13, Synergy_HSA=-1.87. (6) Drug 1: CC12CCC3C(C1CCC2O)C(CC4=C3C=CC(=C4)O)CCCCCCCCCS(=O)CCCC(C(F)(F)F)(F)F. Drug 2: CCC1(C2=C(COC1=O)C(=O)N3CC4=CC5=C(C=CC(=C5CN(C)C)O)N=C4C3=C2)O.Cl. Cell line: HOP-92. Synergy scores: CSS=15.0, Synergy_ZIP=-5.97, Synergy_Bliss=0.605, Synergy_Loewe=-9.12, Synergy_HSA=0.479.